The task is: Predict the reaction yield, written as a fraction of the theoretical maximum amount of product (1.0 means a 100% yield; for example, 0.34 means a 34% yield).. This data is from Reaction yield outcomes from USPTO patents with 853,638 reactions. (1) The reactants are [NH:1]1[C:9]2[C:4](=[CH:5][C:6]([OH:10])=[CH:7][CH:8]=2)[CH:3]=[N:2]1.[CH3:11][C:12]([Si:15](Cl)([CH3:17])[CH3:16])([CH3:14])[CH3:13].N1C=CN=C1. The catalyst is CN(C=O)C. The product is [Si:15]([O:10][C:6]1[CH:5]=[C:4]2[C:9](=[CH:8][CH:7]=1)[NH:1][N:2]=[CH:3]2)([C:12]([CH3:14])([CH3:13])[CH3:11])([CH3:17])[CH3:16]. The yield is 0.680. (2) The reactants are Br[C:2]1[CH:11]=[CH:10][C:5]([C:6]([O:8][CH3:9])=[O:7])=[CH:4][C:3]=1[F:12].CN(C=O)C.C(N(CC)CC)C.[CH3:25][O:26][CH2:27][C:28]#[CH:29]. The catalyst is CCOC(C)=O.[Cu]I. The product is [F:12][C:3]1[CH:4]=[C:5]([CH:10]=[CH:11][C:2]=1[C:29]#[C:28][CH2:27][O:26][CH3:25])[C:6]([O:8][CH3:9])=[O:7]. The yield is 0.610.